Dataset: NCI-60 drug combinations with 297,098 pairs across 59 cell lines. Task: Regression. Given two drug SMILES strings and cell line genomic features, predict the synergy score measuring deviation from expected non-interaction effect. (1) Drug 1: CC(CN1CC(=O)NC(=O)C1)N2CC(=O)NC(=O)C2. Drug 2: CCC1(CC2CC(C3=C(CCN(C2)C1)C4=CC=CC=C4N3)(C5=C(C=C6C(=C5)C78CCN9C7C(C=CC9)(C(C(C8N6C=O)(C(=O)OC)O)OC(=O)C)CC)OC)C(=O)OC)O.OS(=O)(=O)O. Cell line: MCF7. Synergy scores: CSS=39.9, Synergy_ZIP=-4.92, Synergy_Bliss=-0.357, Synergy_Loewe=-26.6, Synergy_HSA=0.394. (2) Drug 1: COC1=C(C=C2C(=C1)N=CN=C2NC3=CC(=C(C=C3)F)Cl)OCCCN4CCOCC4. Cell line: SF-539. Drug 2: CNC(=O)C1=NC=CC(=C1)OC2=CC=C(C=C2)NC(=O)NC3=CC(=C(C=C3)Cl)C(F)(F)F. Synergy scores: CSS=30.1, Synergy_ZIP=-3.91, Synergy_Bliss=1.42, Synergy_Loewe=2.56, Synergy_HSA=2.92. (3) Drug 1: CN1CCC(CC1)COC2=C(C=C3C(=C2)N=CN=C3NC4=C(C=C(C=C4)Br)F)OC. Drug 2: CCCCCOC(=O)NC1=NC(=O)N(C=C1F)C2C(C(C(O2)C)O)O. Cell line: UO-31. Synergy scores: CSS=25.9, Synergy_ZIP=-7.62, Synergy_Bliss=1.99, Synergy_Loewe=-0.329, Synergy_HSA=4.71. (4) Drug 1: CCCS(=O)(=O)NC1=C(C(=C(C=C1)F)C(=O)C2=CNC3=C2C=C(C=N3)C4=CC=C(C=C4)Cl)F. Drug 2: CS(=O)(=O)CCNCC1=CC=C(O1)C2=CC3=C(C=C2)N=CN=C3NC4=CC(=C(C=C4)OCC5=CC(=CC=C5)F)Cl. Cell line: T-47D. Synergy scores: CSS=8.77, Synergy_ZIP=3.13, Synergy_Bliss=8.32, Synergy_Loewe=2.14, Synergy_HSA=6.64. (5) Drug 1: C1CC(=O)NC(=O)C1N2CC3=C(C2=O)C=CC=C3N. Drug 2: C(CC(=O)O)C(=O)CN.Cl. Cell line: SF-539. Synergy scores: CSS=0.449, Synergy_ZIP=-3.35, Synergy_Bliss=-6.30, Synergy_Loewe=-4.91, Synergy_HSA=-4.75. (6) Drug 2: CCN(CC)CCCC(C)NC1=C2C=C(C=CC2=NC3=C1C=CC(=C3)Cl)OC. Drug 1: CCC(=C(C1=CC=CC=C1)C2=CC=C(C=C2)OCCN(C)C)C3=CC=CC=C3.C(C(=O)O)C(CC(=O)O)(C(=O)O)O. Cell line: OVCAR3. Synergy scores: CSS=11.5, Synergy_ZIP=-5.23, Synergy_Bliss=3.02, Synergy_Loewe=-7.17, Synergy_HSA=1.14. (7) Drug 1: CNC(=O)C1=CC=CC=C1SC2=CC3=C(C=C2)C(=NN3)C=CC4=CC=CC=N4. Drug 2: C1=CC(=CC=C1CCC2=CNC3=C2C(=O)NC(=N3)N)C(=O)NC(CCC(=O)O)C(=O)O. Cell line: OVCAR-4. Synergy scores: CSS=15.1, Synergy_ZIP=-8.07, Synergy_Bliss=-15.8, Synergy_Loewe=-24.7, Synergy_HSA=-15.4.